Dataset: Forward reaction prediction with 1.9M reactions from USPTO patents (1976-2016). Task: Predict the product of the given reaction. (1) Given the reactants C([O:3][C:4](=[O:36])[CH:5]([O:33][CH2:34][CH3:35])[CH2:6][C:7]1[CH:15]=[CH:14][CH:13]=[C:12]2[C:8]=1[CH:9]=[CH:10][N:11]2[CH2:16][C:17]1[N:18]=[C:19]([C:23]2[CH:28]=[C:27]([O:29][CH3:30])[CH:26]=[C:25]([O:31][CH3:32])[CH:24]=2)[O:20][C:21]=1[CH3:22])C.[Li+].[OH-].Cl, predict the reaction product. The product is: [CH3:30][O:29][C:27]1[CH:28]=[C:23]([C:19]2[O:20][C:21]([CH3:22])=[C:17]([CH2:16][N:11]3[C:12]4[C:8](=[C:7]([CH2:6][CH:5]([O:33][CH2:34][CH3:35])[C:4]([OH:36])=[O:3])[CH:15]=[CH:14][CH:13]=4)[CH:9]=[CH:10]3)[N:18]=2)[CH:24]=[C:25]([O:31][CH3:32])[CH:26]=1. (2) The product is: [CH:24]1([CH2:1][N:2]([C@H:9]2[C:18]3[N:17]=[CH:16][CH:15]=[CH:14][C:13]=3[CH2:12][CH2:11][CH2:10]2)[CH2:3][C:4]([O:6][CH2:7][CH3:8])=[O:5])[CH2:23][CH2:22]1. Given the reactants [CH3:1][N:2]([C@H:9]1[C:18]2[N:17]=[CH:16][CH:15]=[CH:14][C:13]=2[CH2:12][CH2:11][CH2:10]1)[CH2:3][C:4]([O:6][CH2:7][CH3:8])=[O:5].N1C2[C@H](NCC(OCC)=O)CC[CH2:24][C:23]=2[CH:22]=CC=1.C(O)(=O)C.C1(C=O)CC1.C(O[BH-](OC(=O)C)OC(=O)C)(=O)C.[Na+], predict the reaction product. (3) Given the reactants [CH3:1][O:2][C:3]1[CH:49]=[CH:48][C:6]([CH2:7][N:8]([CH2:39][C:40]2[CH:45]=[CH:44][C:43]([O:46][CH3:47])=[CH:42][CH:41]=2)[C:9]2[N:14]=[CH:13][C:12]([C:15]3[C:16]4[CH2:29][CH2:28][N:27]([C:30]5[CH:31]=[C:32]([CH:36]=[CH:37][CH:38]=5)[C:33](O)=[O:34])[C:17]=4[N:18]=[C:19]([N:21]4[CH2:26][CH2:25][O:24][CH2:23][CH2:22]4)[N:20]=3)=[CH:11][N:10]=2)=[CH:5][CH:4]=1.COC1C=CC(CN(CC2C=CC(OC)=CC=2)C2N=CC(C3C4CCN(C5C=CC(C(O)=O)=CC=5)C=4N=C(N4CCOCC4)N=3)=CN=2)=CC=1.[N:99]1([CH2:105][CH2:106][OH:107])[CH2:104][CH2:103][NH:102][CH2:101][CH2:100]1, predict the reaction product. The product is: [CH3:47][O:46][C:43]1[CH:44]=[CH:45][C:40]([CH2:39][N:8]([CH2:7][C:6]2[CH:48]=[CH:49][C:3]([O:2][CH3:1])=[CH:4][CH:5]=2)[C:9]2[N:10]=[CH:11][C:12]([C:15]3[C:16]4[CH2:29][CH2:28][N:27]([C:30]5[CH:31]=[C:32]([C:33]([N:102]6[CH2:103][CH2:104][N:99]([CH2:105][CH2:106][OH:107])[CH2:100][CH2:101]6)=[O:34])[CH:36]=[CH:37][CH:38]=5)[C:17]=4[N:18]=[C:19]([N:21]4[CH2:26][CH2:25][O:24][CH2:23][CH2:22]4)[N:20]=3)=[CH:13][N:14]=2)=[CH:41][CH:42]=1. (4) Given the reactants [CH2:1]([O:3][C:4]1[CH:13]=[C:12]2[C:7]([C:8]([NH:14][C:15]3[CH:20]=[CH:19][CH:18]=[C:17]([C:21]#[CH:22])[CH:16]=3)=[N:9][CH:10]=[N:11]2)=[CH:6][C:5]=1[NH2:23])[CH3:2].[Br:24][CH2:25]/[CH:26]=[CH:27]/[C:28](Cl)=[O:29].O, predict the reaction product. The product is: [Br:24][CH2:25]/[CH:26]=[CH:27]/[C:28]([NH:23][C:5]1[CH:6]=[C:7]2[C:12](=[CH:13][C:4]=1[O:3][CH2:1][CH3:2])[N:11]=[CH:10][N:9]=[C:8]2[NH:14][C:15]1[CH:20]=[CH:19][CH:18]=[C:17]([C:21]#[CH:22])[CH:16]=1)=[O:29]. (5) Given the reactants [F:1][C@@H:2]1[CH2:7][CH2:6][CH2:5][CH2:4][C@H:3]1[O:8][C:9]1[N:10]=[C:11]([O:31][CH2:32][CH2:33][CH3:34])[C:12]2[N:17]=[C:16]([C:18]3[CH:28]=[C:27]([CH3:29])[C:21]([O:22][CH2:23][C:24](O)=[O:25])=[C:20]([CH3:30])[CH:19]=3)[O:15][C:13]=2[N:14]=1.Cl.C(N=C=NCCCN(C)C)C.ON1C2N=CC=CC=2N=N1.C(N(CC)C(C)C)(C)C.[NH:66]1[CH2:77][CH2:76][CH2:75][C@H:67]1[C:68]([O:70][C:71]([CH3:74])([CH3:73])[CH3:72])=[O:69].Cl, predict the reaction product. The product is: [F:1][C@@H:2]1[CH2:7][CH2:6][CH2:5][CH2:4][C@H:3]1[O:8][C:9]1[N:10]=[C:11]([O:31][CH2:32][CH2:33][CH3:34])[C:12]2[N:17]=[C:16]([C:18]3[CH:19]=[C:20]([CH3:30])[C:21]([O:22][CH2:23][C:24]([N:66]4[CH2:77][CH2:76][CH2:75][C@H:67]4[C:68]([O:70][C:71]([CH3:73])([CH3:74])[CH3:72])=[O:69])=[O:25])=[C:27]([CH3:29])[CH:28]=3)[O:15][C:13]=2[N:14]=1. (6) Given the reactants [N+:1]([C:4]1[CH:9]=[CH:8][CH:7]=[CH:6][C:5]=1[OH:10])([O-:3])=[O:2].Br[CH:12]([CH2:18][CH2:19][CH3:20])[C:13]([O:15][CH2:16][CH3:17])=[O:14], predict the reaction product. The product is: [N+:1]([C:4]1[CH:9]=[CH:8][CH:7]=[CH:6][C:5]=1[O:10][CH:12]([CH2:18][CH2:19][CH3:20])[C:13]([O:15][CH2:16][CH3:17])=[O:14])([O-:3])=[O:2]. (7) Given the reactants [CH3:1][O:2][C:3](=[O:12])[C:4]1[CH:9]=[CH:8][C:7]([NH2:10])=[C:6]([NH2:11])[CH:5]=1.[C:13](N1C=CN=C1)(N1C=CN=C1)=[O:14], predict the reaction product. The product is: [CH3:1][O:2][C:3]([C:4]1[CH:9]=[CH:8][C:7]2[NH:10][C:13](=[O:14])[NH:11][C:6]=2[CH:5]=1)=[O:12]. (8) Given the reactants [CH:1]([C:4]1[CH:9]=[CH:8][C:7]([CH3:10])=[CH:6][C:5]=1[NH:11][C:12]([NH2:14])=[S:13])([CH3:3])[CH3:2].C[CH:16](C(C1C=CC(C2N=CN(C3C=CC(OC(F)(F)F)=CC=3)N=2)=CC=1)C)[C:17](N=[N+]=[N-])=[O:18].[N:46]([CH:49]([CH3:74])[CH:50]([C:52]1[CH:57]=[CH:56][C:55]([C:58]2[N:62]=[CH:61][N:60]([C:63]3[CH:68]=[CH:67][C:66]([O:69][C:70]([F:73])([F:72])[F:71])=[CH:65][CH:64]=3)[N:59]=2)=[CH:54][CH:53]=1)[CH3:51])=[C:47]=[O:48], predict the reaction product. The product is: [CH:1]([C:4]1[CH:9]=[CH:8][C:7]([CH3:10])=[CH:6][C:5]=1[N:11]1[C:17](=[O:18])[CH2:16][S:13]/[C:12]/1=[N:14]\[C:47]([NH:46][CH:49]([CH:50]([C:52]1[CH:57]=[CH:56][C:55]([C:58]2[N:62]=[CH:61][N:60]([C:63]3[CH:68]=[CH:67][C:66]([O:69][C:70]([F:72])([F:71])[F:73])=[CH:65][CH:64]=3)[N:59]=2)=[CH:54][CH:53]=1)[CH3:51])[CH3:74])=[O:48])([CH3:3])[CH3:2]. (9) Given the reactants [NH2:1][C@H:2]1[CH2:7][CH2:6][N:5]([C:8]2[N:13]=[CH:12][N:11]=[C:10]([C:14]([O:16][CH3:17])=[O:15])[CH:9]=2)[CH2:4][C@H:3]1[O:18][CH3:19].[Cl:20][C:21]1[N:22]=[C:23]([C:28](O)=[O:29])[NH:24][C:25]=1[CH2:26][CH3:27].CCN=C=NCCCN(C)C.Cl.C1C=CC2N(O)N=NC=2C=1, predict the reaction product. The product is: [Cl:20][C:21]1[N:22]=[C:23]([C:28]([NH:1][C@H:2]2[CH2:7][CH2:6][N:5]([C:8]3[N:13]=[CH:12][N:11]=[C:10]([C:14]([O:16][CH3:17])=[O:15])[CH:9]=3)[CH2:4][C@H:3]2[O:18][CH3:19])=[O:29])[NH:24][C:25]=1[CH2:26][CH3:27]. (10) Given the reactants [S:1]1[CH:5]=[CH:4][N:3]=[CH:2]1.[Li]CCCC.[C:11]([C@H:14]1[CH2:18][N:17]([C@H:19]([C:21]2[CH:26]=[CH:25][C:24]([O:27][CH3:28])=[CH:23][CH:22]=2)[CH3:20])[C:16](=[O:29])[CH2:15]1)(=[O:13])[CH3:12], predict the reaction product. The product is: [OH:13][C@@:11]([C@H:14]1[CH2:18][N:17]([C@H:19]([C:21]2[CH:22]=[CH:23][C:24]([O:27][CH3:28])=[CH:25][CH:26]=2)[CH3:20])[C:16](=[O:29])[CH2:15]1)([C:2]1[S:1][CH:5]=[CH:4][N:3]=1)[CH3:12].[OH:13][C@:11]([C@H:14]1[CH2:18][N:17]([C@H:19]([C:21]2[CH:22]=[CH:23][C:24]([O:27][CH3:28])=[CH:25][CH:26]=2)[CH3:20])[C:16](=[O:29])[CH2:15]1)([C:2]1[S:1][CH:5]=[CH:4][N:3]=1)[CH3:12].